Predict the reactants needed to synthesize the given product. From a dataset of Full USPTO retrosynthesis dataset with 1.9M reactions from patents (1976-2016). (1) Given the product [F:12][C:7]1[CH:8]=[CH:9][CH:10]=[C:11]2[C:6]=1[CH:5]=[CH:4][CH:3]=[C:2]2[CH:13]([OH:17])[CH2:14][CH2:15][CH3:16], predict the reactants needed to synthesize it. The reactants are: Br[C:2]1[C:11]2[C:6](=[C:7]([F:12])[CH:8]=[CH:9][CH:10]=2)[CH:5]=[CH:4][CH:3]=1.[CH:13](=[O:17])[CH2:14][CH2:15][CH3:16]. (2) Given the product [CH:28]1([NH:33][C:17]([C:16]2[C:12]([C:9]3[S:10][CH:11]=[C:7]([C:1]4[CH:2]=[CH:3][CH:4]=[CH:5][CH:6]=4)[N:8]=3)=[N:13][N:14]([CH2:20][O:21][CH2:22][CH2:23][Si:24]([CH3:25])([CH3:27])[CH3:26])[CH:15]=2)=[O:18])[CH2:32][CH2:31][CH2:30][CH2:29]1, predict the reactants needed to synthesize it. The reactants are: [C:1]1([C:7]2[N:8]=[C:9]([C:12]3[C:16]([C:17](O)=[O:18])=[CH:15][N:14]([CH2:20][O:21][CH2:22][CH2:23][Si:24]([CH3:27])([CH3:26])[CH3:25])[N:13]=3)[S:10][CH:11]=2)[CH:6]=[CH:5][CH:4]=[CH:3][CH:2]=1.[CH:28]1([NH2:33])[CH2:32][CH2:31][CH2:30][CH2:29]1.CN(C(ON1N=NC2C=CC=NC1=2)=[N+](C)C)C.F[P-](F)(F)(F)(F)F.CCN(C(C)C)C(C)C. (3) Given the product [NH2:22][C@@H:9]([CH2:10][C:11]1[CH:16]=[CH:15][C:14]([O:17][C:18]([CH3:21])([CH3:19])[CH3:20])=[CH:13][CH:12]=1)[C:8]([N:7]([CH2:6][C:4]1[C:3]2[CH:50]=[CH:51][CH:52]=[CH:53][C:2]=2[S:1][CH:5]=1)[C@@H:41]([CH3:49])[CH:42]([O:46][CH2:47][CH3:48])[O:43][CH2:44][CH3:45])=[O:40], predict the reactants needed to synthesize it. The reactants are: [S:1]1[CH:5]=[C:4]([CH2:6][N:7]([C@@H:41]([CH3:49])[CH:42]([O:46][CH2:47][CH3:48])[O:43][CH2:44][CH3:45])[C:8](=[O:40])[C@@H:9]([NH:22]C(=O)OCC2C3C=CC=CC=3C3C2=CC=CC=3)[CH2:10][C:11]2[CH:16]=[CH:15][C:14]([O:17][C:18]([CH3:21])([CH3:20])[CH3:19])=[CH:13][CH:12]=2)[C:3]2[CH:50]=[CH:51][CH:52]=[CH:53][C:2]1=2.N1CCCCC1.